Dataset: Forward reaction prediction with 1.9M reactions from USPTO patents (1976-2016). Task: Predict the product of the given reaction. (1) Given the reactants CNCCNC.[Cl:7][C:8]1[CH:22]=[CH:21][C:11](/[CH:12]=[CH:13]/[C:14]2[N:19]=[CH:18][NH:17][C:16](=[O:20])[CH:15]=2)=[CH:10][CH:9]=1.Br[C:24]1[CH:38]=[CH:37][C:27]([O:28][CH2:29][C:30]2([OH:36])[CH2:33][C:32]([F:35])([F:34])[CH2:31]2)=[C:26]([O:39][CH3:40])[CH:25]=1.[O-]P([O-])([O-])=O.[K+].[K+].[K+], predict the reaction product. The product is: [Cl:7][C:8]1[CH:9]=[CH:10][C:11](/[CH:12]=[CH:13]/[C:14]2[N:19]=[CH:18][N:17]([C:24]3[CH:38]=[CH:37][C:27]([O:28][CH2:29][C:30]4([OH:36])[CH2:31][C:32]([F:35])([F:34])[CH2:33]4)=[C:26]([O:39][CH3:40])[CH:25]=3)[C:16](=[O:20])[CH:15]=2)=[CH:21][CH:22]=1. (2) Given the reactants [CH2:1]([O:8][C:9]1[CH:10]=[C:11]2[C:16](=[CH:17][C:18]=1[O:19][CH3:20])[CH2:15][N:14]([CH2:21][C:22]1[CH:27]=[CH:26][CH:25]=[C:24]([O:28][Si](C(C)C)(C(C)C)C(C)C)[CH:23]=1)[CH2:13][CH2:12]2)[C:2]1[CH:7]=[CH:6][CH:5]=[CH:4][CH:3]=1.CCCC[N+](CCCC)(CCCC)CCCC.[F-].C1COCC1.O.CCOC(C)=O, predict the reaction product. The product is: [CH2:1]([O:8][C:9]1[CH:10]=[C:11]2[C:16](=[CH:17][C:18]=1[O:19][CH3:20])[CH2:15][N:14]([CH2:21][C:22]1[CH:27]=[CH:26][CH:25]=[C:24]([OH:28])[CH:23]=1)[CH2:13][CH2:12]2)[C:2]1[CH:7]=[CH:6][CH:5]=[CH:4][CH:3]=1. (3) Given the reactants [CH3:1][C:2](C)([O-])C.[K+].ICC.[CH3:10][O:11][N:12]([CH3:26])[C:13]([C:15]1[CH:23]=[C:22]2[C:18]([C:19]([CH2:24][CH3:25])=[N:20][NH:21]2)=[CH:17][CH:16]=1)=[O:14].C(OCC)(=O)C, predict the reaction product. The product is: [CH3:10][O:11][N:12]([CH3:26])[C:13]([C:15]1[CH:23]=[C:22]2[C:18]([C:19]([CH2:24][CH3:25])=[N:20][N:21]2[CH2:1][CH3:2])=[CH:17][CH:16]=1)=[O:14]. (4) The product is: [C:4]1([C:1](=[O:3])[CH2:2][C:22]([C:17]2[CH:18]=[CH:19][CH:20]=[CH:21][N:16]=2)=[O:23])[CH:9]=[CH:8][CH:7]=[CH:6][CH:5]=1. Given the reactants [C:1]([C:4]1[CH:9]=[CH:8][CH:7]=[CH:6][CH:5]=1)(=[O:3])[CH3:2].CC(C)([O-])C.[K+].[N:16]1[CH:21]=[CH:20][CH:19]=[CH:18][C:17]=1[C:22](OCC)=[O:23], predict the reaction product. (5) Given the reactants [CH:1](CC(OC(=O)CC=O)=O)=[O:2].[CH2:12]([O:19][NH:20][CH2:21][C:22]([NH:24][CH:25]1[CH2:30][CH2:29][CH2:28][CH2:27][CH2:26]1)=[O:23])[C:13]1[CH:18]=[CH:17][CH:16]=[CH:15][CH:14]=1, predict the reaction product. The product is: [CH2:12]([O:19][N:20]([CH:1]=[O:2])[CH2:21][C:22]([NH:24][CH:25]1[CH2:30][CH2:29][CH2:28][CH2:27][CH2:26]1)=[O:23])[C:13]1[CH:14]=[CH:15][CH:16]=[CH:17][CH:18]=1. (6) Given the reactants [C:1]([O:4][CH2:5][CH2:6][O:7][C:8]1[CH:13]=[CH:12][C:11]([N+:14]([O-])=O)=[C:10]([C:17]([F:20])([F:19])[F:18])[CH:9]=1)(=[O:3])[CH3:2].[H][H], predict the reaction product. The product is: [C:1]([O:4][CH2:5][CH2:6][O:7][C:8]1[CH:13]=[CH:12][C:11]([NH2:14])=[C:10]([C:17]([F:18])([F:19])[F:20])[CH:9]=1)(=[O:3])[CH3:2].